Dataset: Full USPTO retrosynthesis dataset with 1.9M reactions from patents (1976-2016). Task: Predict the reactants needed to synthesize the given product. (1) Given the product [CH2:11]([C:4]1[C:3]([CH3:13])=[C:2]([C:20]2[CH:21]=[C:16]([CH:17]=[CH:18][CH:19]=2)[C:14]#[N:15])[C:7]([CH3:8])=[N:6][C:5]=1[O:9][CH3:10])[CH3:12], predict the reactants needed to synthesize it. The reactants are: Br[C:2]1[C:3]([CH3:13])=[C:4]([CH2:11][CH3:12])[C:5]([O:9][CH3:10])=[N:6][C:7]=1[CH3:8].[C:14]([C:16]1[CH:17]=[C:18](B(O)O)[CH:19]=[CH:20][CH:21]=1)#[N:15].C(=O)([O-])[O-].[Na+].[Na+].C1(C)C=CC=CC=1. (2) Given the product [N:1]1([C:7]2[C:8]([CH2:13][NH2:14])=[N:9][CH:10]=[CH:11][CH:12]=2)[CH2:2][CH2:3][O:4][CH2:5][CH2:6]1, predict the reactants needed to synthesize it. The reactants are: [N:1]1([C:7]2[C:8]([C:13]#[N:14])=[N:9][CH:10]=[CH:11][CH:12]=2)[CH2:6][CH2:5][O:4][CH2:3][CH2:2]1.N. (3) Given the product [C:1]([O:5][C:6]([N:8]1[CH2:13][CH2:12][C@@H:11]([NH:14][C:22]([O:24][CH2:25][C:26]2[CH:31]=[CH:30][CH:29]=[CH:28][CH:27]=2)=[O:23])[C@H:10]([OH:15])[CH2:9]1)=[O:7])([CH3:4])([CH3:2])[CH3:3], predict the reactants needed to synthesize it. The reactants are: [C:1]([O:5][C:6]([N:8]1[CH2:13][CH2:12][C@@H:11]([NH2:14])[C@H:10]([OH:15])[CH2:9]1)=[O:7])([CH3:4])([CH3:3])[CH3:2].C(=O)(O)[O-].[Na+].Cl[C:22]([O:24][CH2:25][C:26]1[CH:31]=[CH:30][CH:29]=[CH:28][CH:27]=1)=[O:23]. (4) Given the product [C:1]([OH:4])(=[O:3])[CH3:2].[Cl:7][C:8]1[CH:13]=[CH:12][CH:11]=[CH:10][C:9]=1[C:14]1[CH:15]=[C:16]([NH:19][C:20](=[NH:25])[CH3:21])[NH:17][N:18]=1, predict the reactants needed to synthesize it. The reactants are: [C:1]([O:4]CC)(=[O:3])[CH3:2].[Cl:7][C:8]1[CH:13]=[CH:12][CH:11]=[CH:10][C:9]=1[C:14]1[CH:15]=[C:16]([NH2:19])[NH:17][N:18]=1.[C:20](=[NH:25])(OCC)[CH3:21].